From a dataset of Full USPTO retrosynthesis dataset with 1.9M reactions from patents (1976-2016). Predict the reactants needed to synthesize the given product. Given the product [CH2:21]([C:20]([C:17]1[CH:18]=[CH:19][C:14]([C:11]2[CH:12]=[CH:13][C:8]([CH2:7][C:6]([OH:42])=[O:5])=[C:9]([Cl:41])[CH:10]=2)=[C:15]([CH3:40])[CH:16]=1)([C:23]1[CH:28]=[CH:27][C:26]([CH2:29][CH2:30][CH:31]([OH:36])[C:32]([CH3:34])([CH3:35])[CH3:33])=[C:25]([CH3:37])[CH:24]=1)[CH2:38][CH3:39])[CH3:22], predict the reactants needed to synthesize it. The reactants are: [OH-].[Na+].O.C[O:5][C:6](=[O:42])[CH2:7][C:8]1[CH:13]=[CH:12][C:11]([C:14]2[CH:19]=[CH:18][C:17]([C:20]([CH2:38][CH3:39])([C:23]3[CH:28]=[CH:27][C:26]([CH2:29][CH2:30][CH:31]([OH:36])[C:32]([CH3:35])([CH3:34])[CH3:33])=[C:25]([CH3:37])[CH:24]=3)[CH2:21][CH3:22])=[CH:16][C:15]=2[CH3:40])=[CH:10][C:9]=1[Cl:41].Cl.